Dataset: Rat liver microsome stability data. Task: Regression/Classification. Given a drug SMILES string, predict its absorption, distribution, metabolism, or excretion properties. Task type varies by dataset: regression for continuous measurements (e.g., permeability, clearance, half-life) or binary classification for categorical outcomes (e.g., BBB penetration, CYP inhibition). Dataset: rlm. (1) The drug is CN[C@H]1CC[C@@H](c2ccc(Cl)c(Cl)c2)c2ccccc21. The result is 1 (stable in rat liver microsomes). (2) The compound is Fc1cnc(-c2ccccc2C(F)F)nc1NCc1ccc(-c2cccnc2)cc1. The result is 1 (stable in rat liver microsomes). (3) The molecule is O=C(CCCCCNC(=O)NC(=O)c1ccccc1)NO. The result is 0 (unstable in rat liver microsomes). (4) The drug is Cc1nn2c(c1-c1ccccc1OCc1ccccc1)N(C(=O)Cc1ccc3c(c1)OCO3)CCC2. The result is 1 (stable in rat liver microsomes). (5) The molecule is O=S(=O)(NCc1ccc(-c2ccc(F)cc2)cc1)c1cc2cc(Br)ccc2[nH]1. The result is 0 (unstable in rat liver microsomes).